Dataset: NCI-60 drug combinations with 297,098 pairs across 59 cell lines. Task: Regression. Given two drug SMILES strings and cell line genomic features, predict the synergy score measuring deviation from expected non-interaction effect. (1) Drug 1: C(CC(=O)O)C(=O)CN.Cl. Drug 2: C1CC(=O)NC(=O)C1N2C(=O)C3=CC=CC=C3C2=O. Cell line: SNB-75. Synergy scores: CSS=5.56, Synergy_ZIP=-3.25, Synergy_Bliss=-4.07, Synergy_Loewe=-4.60, Synergy_HSA=-4.43. (2) Drug 1: C1CCC(CC1)NC(=O)N(CCCl)N=O. Drug 2: C1=CN(C=N1)CC(O)(P(=O)(O)O)P(=O)(O)O. Cell line: HS 578T. Synergy scores: CSS=4.01, Synergy_ZIP=-2.17, Synergy_Bliss=-12.2, Synergy_Loewe=-13.4, Synergy_HSA=-11.4. (3) Drug 2: CCC1(C2=C(COC1=O)C(=O)N3CC4=CC5=C(C=CC(=C5CN(C)C)O)N=C4C3=C2)O.Cl. Synergy scores: CSS=56.0, Synergy_ZIP=0.622, Synergy_Bliss=3.43, Synergy_Loewe=-2.58, Synergy_HSA=3.92. Cell line: HOP-62. Drug 1: CCC1=C2CN3C(=CC4=C(C3=O)COC(=O)C4(CC)O)C2=NC5=C1C=C(C=C5)O.